From a dataset of Catalyst prediction with 721,799 reactions and 888 catalyst types from USPTO. Predict which catalyst facilitates the given reaction. Product: [C:9]1([S:15]([C:4]2[CH:5]=[CH:6][CH:7]=[C:2]([F:1])[CH:3]=2)(=[O:17])=[O:16])[CH:14]=[CH:13][CH:12]=[CH:11][CH:10]=1. Reactant: [F:1][C:2]1[CH:7]=[CH:6][CH:5]=[C:4](I)[CH:3]=1.[C:9]1([S:15]([O-:17])=[O:16])[CH:14]=[CH:13][CH:12]=[CH:11][CH:10]=1.[Na+].CNCCNC. The catalyst class is: 16.